From a dataset of NCI-60 drug combinations with 297,098 pairs across 59 cell lines. Regression. Given two drug SMILES strings and cell line genomic features, predict the synergy score measuring deviation from expected non-interaction effect. (1) Drug 1: CCC1=CC2CC(C3=C(CN(C2)C1)C4=CC=CC=C4N3)(C5=C(C=C6C(=C5)C78CCN9C7C(C=CC9)(C(C(C8N6C)(C(=O)OC)O)OC(=O)C)CC)OC)C(=O)OC.C(C(C(=O)O)O)(C(=O)O)O. Drug 2: C1=NC2=C(N1)C(=S)N=C(N2)N. Cell line: T-47D. Synergy scores: CSS=45.9, Synergy_ZIP=-12.2, Synergy_Bliss=-1.64, Synergy_Loewe=-0.293, Synergy_HSA=1.06. (2) Cell line: HL-60(TB). Synergy scores: CSS=66.7, Synergy_ZIP=-0.333, Synergy_Bliss=0.423, Synergy_Loewe=-1.40, Synergy_HSA=3.35. Drug 1: C1CN1P(=S)(N2CC2)N3CC3. Drug 2: CCN(CC)CCCC(C)NC1=C2C=C(C=CC2=NC3=C1C=CC(=C3)Cl)OC.